From a dataset of Full USPTO retrosynthesis dataset with 1.9M reactions from patents (1976-2016). Predict the reactants needed to synthesize the given product. Given the product [CH:1]([C:4]1[CH:9]=[C:8]([N+:10]([O-:12])=[O:11])[CH:7]=[CH:6][C:5]=1[C:18]#[N:19])([CH3:3])[CH3:2], predict the reactants needed to synthesize it. The reactants are: [CH:1]([C:4]1[CH:9]=[C:8]([N+:10]([O-:12])=[O:11])[CH:7]=[CH:6][C:5]=1N)([CH3:3])[CH3:2].N([O-])=O.[Na+].[C:18]([Cu])#[N:19].[C-]#N.[Na+].N.